This data is from Full USPTO retrosynthesis dataset with 1.9M reactions from patents (1976-2016). The task is: Predict the reactants needed to synthesize the given product. (1) Given the product [ClH:20].[ClH:20].[CH3:27][C:28]1[CH:33]=[CH:32][CH:31]=[C:30]([CH3:34])[C:29]=1[C:19]1[C:14]([N:11]2[CH2:10][CH2:9][NH:8][CH2:13][CH2:12]2)=[N:15][CH:16]=[CH:17][N:18]=1, predict the reactants needed to synthesize it. The reactants are: C(OC([N:8]1[CH2:13][CH2:12][N:11]([C:14]2[C:19]([Cl:20])=[N:18][CH:17]=[CH:16][N:15]=2)[CH2:10][CH2:9]1)=O)(C)(C)C.C(=O)([O-])[O-].[K+].[K+].[CH3:27][C:28]1[CH:33]=[CH:32][CH:31]=[C:30]([CH3:34])[C:29]=1B(O)O.O. (2) Given the product [CH3:19][N:18]1[C@@H:15]2[CH2:16][C:17]3=[CH:1][CH:2]=[C:3]([OH:4])[C:5]4[O:9][C@H:8]5[C:10]([CH2:12][CH2:13][C@@H:14]2[C@:7]5([C:6]=43)[CH2:21][CH2:20]1)=[O:11], predict the reactants needed to synthesize it. The reactants are: [CH:1]1[C:17]2[CH2:16][C@H:15]3[N:18]([CH2:20][CH2:21][C@@:7]45[C@H:14]3[CH:13]=[CH:12][C@H:10]([OH:11])[C@@H:8]4[O:9][C:5]([C:6]=25)=[C:3]([OH:4])[CH:2]=1)[CH3:19]. (3) Given the product [C:1]([NH:4][C:5]1[CH:14]=[C:13]2[C:8]([CH:9]=[CH:10][N:11]3[C:17]([C:18]([OH:20])=[O:19])=[C:16]([C:22]4[CH:27]=[CH:26][C:25]([Cl:28])=[CH:24][C:23]=4[Cl:29])[N:15]=[C:12]32)=[CH:7][N:6]=1)(=[O:3])[CH3:2], predict the reactants needed to synthesize it. The reactants are: [C:1]([NH:4][C:5]1[CH:14]=[C:13]2[C:8]([CH:9]=[CH:10][N:11]3[C:17]([C:18]([O:20]C)=[O:19])=[C:16]([C:22]4[CH:27]=[CH:26][C:25]([Cl:28])=[CH:24][C:23]=4[Cl:29])[N:15]=[C:12]32)=[CH:7][N:6]=1)(=[O:3])[CH3:2].[OH-].[Na+].Cl.CCOC(C)=O. (4) Given the product [CH3:21][C:22]1[C:26]([CH2:27][CH2:28][NH:29][C:2]2[C:3](=[O:18])[N:4]([CH:15]([CH3:17])[CH3:16])[S:5](=[O:14])(=[O:13])[C:6]=2[C:7]2[CH:12]=[CH:11][CH:10]=[CH:9][CH:8]=2)=[C:25]([CH3:30])[NH:24][N:23]=1, predict the reactants needed to synthesize it. The reactants are: Cl[C:2]1[C:3](=[O:18])[N:4]([CH:15]([CH3:17])[CH3:16])[S:5](=[O:14])(=[O:13])[C:6]=1[C:7]1[CH:12]=[CH:11][CH:10]=[CH:9][CH:8]=1.Cl.Cl.[CH3:21][C:22]1[C:26]([CH2:27][CH2:28][NH2:29])=[C:25]([CH3:30])[NH:24][N:23]=1. (5) Given the product [CH3:1][N:2]1[C:10]2[C:5](=[CH:6][C:7]([NH:11][C:12]([NH:14][C:15]3[CH:16]=[C:17]([CH:29]=[CH:30][CH:31]=3)[O:18][C:19]3[CH:24]=[CH:23][N:22]=[C:21]([C:25]([OH:27])=[O:26])[CH:20]=3)=[O:13])=[CH:8][CH:9]=2)[CH:4]=[N:3]1, predict the reactants needed to synthesize it. The reactants are: [CH3:1][N:2]1[C:10]2[C:5](=[CH:6][C:7]([NH:11][C:12]([NH:14][C:15]3[CH:16]=[C:17]([CH:29]=[CH:30][CH:31]=3)[O:18][C:19]3[CH:24]=[CH:23][N:22]=[C:21]([C:25]([O:27]C)=[O:26])[CH:20]=3)=[O:13])=[CH:8][CH:9]=2)[CH:4]=[N:3]1.[OH-].[K+]. (6) Given the product [Br:11][C:12]1[CH:13]=[C:14]([CH:15]2[CH2:20][C:21]([CH3:23])([CH3:22])[C:9]3[C:2](=[C:3]([Cl:10])[CH:4]=[C:5]([C:6]#[N:7])[CH:8]=3)[NH:1]2)[CH:17]=[CH:18][CH:19]=1, predict the reactants needed to synthesize it. The reactants are: [NH2:1][C:2]1[CH:9]=[CH:8][C:5]([C:6]#[N:7])=[CH:4][C:3]=1[Cl:10].[Br:11][C:12]1[CH:13]=[C:14]([CH:17]=[CH:18][CH:19]=1)[CH:15]=O.[CH2:20]=[C:21]([CH3:23])[CH3:22].FC(F)(F)S([O-])(=O)=O.[Yb+3].FC(F)(F)S([O-])(=O)=O.FC(F)(F)S([O-])(=O)=O.